From a dataset of Full USPTO retrosynthesis dataset with 1.9M reactions from patents (1976-2016). Predict the reactants needed to synthesize the given product. (1) The reactants are: [Cl:1][C:2]1[CH:3]=[C:4]([F:39])[C:5]2[N:11]3[CH:12]=[CH:13][CH:14]=[C:10]3[C@@H:9]([CH2:15][CH2:16][N:17]3[CH:21]=[N:20][C:19]([CH2:22][C:23]([O:25]CC)=[O:24])=[N:18]3)[O:8][C@H:7]([C:28]3[CH:33]=[CH:32][CH:31]=[C:30]([O:34][CH3:35])[C:29]=3[O:36][CH3:37])[C:6]=2[CH:38]=1.C(=O)([O-])[O-].[K+].[K+]. Given the product [Cl:1][C:2]1[CH:3]=[C:4]([F:39])[C:5]2[N:11]3[CH:12]=[CH:13][CH:14]=[C:10]3[C@@H:9]([CH2:15][CH2:16][N:17]3[CH:21]=[N:20][C:19]([CH2:22][C:23]([OH:25])=[O:24])=[N:18]3)[O:8][C@H:7]([C:28]3[CH:33]=[CH:32][CH:31]=[C:30]([O:34][CH3:35])[C:29]=3[O:36][CH3:37])[C:6]=2[CH:38]=1, predict the reactants needed to synthesize it. (2) Given the product [F:27][C:24]1[CH:23]=[CH:22][C:21]([C@H:16]2[CH2:15][C@H:14]2[N:13]2[C:34](=[O:35])[C:33]3[C:32](=[CH:39][CH:38]=[CH:37][CH:36]=3)[C:31]2=[O:40])=[CH:26][CH:25]=1, predict the reactants needed to synthesize it. The reactants are: [Na].S(N[N:13]=[CH:14][C:15]1C=CC=C[C:16]=1[C:21]1[CH:26]=[CH:25][C:24]([F:27])=[CH:23][CH:22]=1)(C1C=CC(C)=CC=1)(=O)=O.C(N1[C:34](=[O:35])[C:33]2=[CH:36][CH:37]=[CH:38][CH:39]=[C:32]2[C:31]1=[O:40])=C.O1CCOCC1.CCOC(C)=O.CCCCCC. (3) Given the product [Br:1][C:2]1[C:3]2[N:4]([CH:16]=[CH:17][N:15]=2)[CH:5]=[C:6]([C:8]2[CH:9]=[CH:10][C:11]([Cl:14])=[CH:12][CH:13]=2)[CH:7]=1, predict the reactants needed to synthesize it. The reactants are: [Br:1][C:2]1[C:3]([NH2:15])=[N:4][CH:5]=[C:6]([C:8]2[CH:13]=[CH:12][C:11]([Cl:14])=[CH:10][CH:9]=2)[CH:7]=1.[CH2:16](OC(OCC)CBr)[CH3:17].